The task is: Predict the reaction yield, written as a fraction of the theoretical maximum amount of product (1.0 means a 100% yield; for example, 0.34 means a 34% yield).. This data is from Reaction yield outcomes from USPTO patents with 853,638 reactions. (1) The product is [CH:20]1([C:2]2[CH:3]=[CH:4][C:5]([C:17]([OH:19])=[O:18])=[N:6][C:7]=2[O:8][CH2:9][C:10]([F:16])([F:15])[C:11]([F:14])([F:13])[F:12])[CH2:22][CH2:21]1. The catalyst is C1(C)C=CC=CC=1.O.C([O-])(=O)C.C([O-])(=O)C.[Pd+2].C1(P(C2CCCCC2)C2CCCCC2)CCCCC1. The reactants are Br[C:2]1[CH:3]=[CH:4][C:5]([C:17]([OH:19])=[O:18])=[N:6][C:7]=1[O:8][CH2:9][C:10]([F:16])([F:15])[C:11]([F:14])([F:13])[F:12].[CH:20]1(B(O)O)[CH2:22][CH2:21]1.P([O-])([O-])([O-])=O.[K+].[K+].[K+].Cl. The yield is 0.760. (2) The reactants are [Si](O[CH2:9][CH2:10][C:11]([C:14]1[NH:15][C:16]2[C:21]([CH:22]=1)=[CH:20][C:19]([N+:23]([O-:25])=[O:24])=[C:18]([F:26])[CH:17]=2)([CH3:13])[CH3:12])(C(C)(C)C)(C)C.CC1C=CC(S(OC[C@@H]2COC(C)(C)O2)(=O)=O)=CC=1.C([O-])([O-])=O.[Cs+].[Cs+]. The catalyst is CN(C=O)C. The yield is 0.480. The product is [F:26][C:18]1[C:19]([N+:23]([O-:25])=[O:24])=[CH:20][C:21]2[CH:22]=[C:14]3[C:11]([CH3:13])([CH3:12])[CH2:10][CH2:9][N:15]3[C:16]=2[CH:17]=1. (3) The reactants are [C:1]([O:5][C:6]([N:8]1[CH2:13][CH2:12][CH2:11][C@H:10]([C:14]([OH:16])=O)[CH2:9]1)=[O:7])([CH3:4])([CH3:3])[CH3:2].CN(C(ON1N=NC2C=CC=NC1=2)=[N+](C)C)C.F[P-](F)(F)(F)(F)F.[CH3:41][C:42]1[CH:49]=[CH:48][C:45]([CH2:46][NH2:47])=[CH:44][CH:43]=1. The catalyst is C(Cl)Cl. The product is [CH3:41][C:42]1[CH:49]=[CH:48][C:45]([CH2:46][NH:47][C:14]([C@H:10]2[CH2:11][CH2:12][CH2:13][N:8]([C:6]([O:5][C:1]([CH3:2])([CH3:3])[CH3:4])=[O:7])[CH2:9]2)=[O:16])=[CH:44][CH:43]=1. The yield is 0.700. (4) The reactants are Br[CH2:2][C@@:3]1([OH:27])[C@@H:8]([CH3:9])[CH2:7][C:6]([C:10]2[CH:15]=[CH:14][N:13]=[CH:12][C:11]=2[N+:16]([O-:18])=[O:17])=[CH:5][C@H:4]1[O:19][Si:20]([C:23]([CH3:26])([CH3:25])[CH3:24])([CH3:22])[CH3:21].C(=O)([O-])[O-].[K+].[K+]. The catalyst is CO.O. The product is [Si:20]([O:19][C@@H:4]1[CH:5]=[C:6]([C:10]2[CH:15]=[CH:14][N:13]=[CH:12][C:11]=2[N+:16]([O-:18])=[O:17])[CH2:7][C@H:8]([CH3:9])[C@:3]21[O:27][CH2:2]2)([C:23]([CH3:26])([CH3:25])[CH3:24])([CH3:22])[CH3:21]. The yield is 0.990. (5) The reactants are Br[C:2]1[CH:3]=[C:4]([C:8]2([C:19]3[CH:20]=[N:21][C:22]([O:29][CH3:30])=[C:23]([C:25]([F:28])([F:27])[F:26])[CH:24]=3)[C:16]3[C:11](=[C:12]([F:17])[CH:13]=[CH:14][CH:15]=3)[C:10]([NH2:18])=[N:9]2)[CH:5]=[CH:6][CH:7]=1.[N:31]1[CH:36]=[C:35](B(O)O)[CH:34]=[N:33][CH:32]=1. No catalyst specified. The product is [F:17][C:12]1[CH:13]=[CH:14][CH:15]=[C:16]2[C:11]=1[C:10]([NH2:18])=[N:9][C:8]2([C:19]1[CH:20]=[N:21][C:22]([O:29][CH3:30])=[C:23]([C:25]([F:27])([F:26])[F:28])[CH:24]=1)[C:4]1[CH:5]=[CH:6][CH:7]=[C:2]([C:35]2[CH:36]=[N:31][CH:32]=[N:33][CH:34]=2)[CH:3]=1. The yield is 0.790. (6) The reactants are Br[C:2]1[CH:3]=[C:4]([S:8]([NH:11][C:12]2[CH:21]=[CH:20][C:15]([C:16]([O:18][CH3:19])=[O:17])=[C:14]([OH:22])[CH:13]=2)(=[O:10])=[O:9])[CH:5]=[CH:6][CH:7]=1.[C:23]1(B(O)O)[CH:28]=[CH:27][CH:26]=[CH:25][CH:24]=1. No catalyst specified. The product is [C:2]1([C:23]2[CH:28]=[CH:27][CH:26]=[CH:25][CH:24]=2)[CH:7]=[CH:6][CH:5]=[C:4]([S:8]([NH:11][C:12]2[CH:21]=[CH:20][C:15]([C:16]([O:18][CH3:19])=[O:17])=[C:14]([OH:22])[CH:13]=2)(=[O:10])=[O:9])[CH:3]=1. The yield is 0.700. (7) The reactants are [OH:1][CH2:2][C:3]1[N:7]([CH2:8][O:9][CH2:10][CH2:11][Si:12]([CH3:15])([CH3:14])[CH3:13])[CH:6]=[N:5][C:4]=1[C:16]1[CH:23]=[CH:22][C:19]([C:20]#[N:21])=[CH:18][CH:17]=1. The catalyst is ClCCl.O=[Mn]=O. The product is [CH:2]([C:3]1[N:7]([CH2:8][O:9][CH2:10][CH2:11][Si:12]([CH3:15])([CH3:14])[CH3:13])[CH:6]=[N:5][C:4]=1[C:16]1[CH:23]=[CH:22][C:19]([C:20]#[N:21])=[CH:18][CH:17]=1)=[O:1]. The yield is 0.640. (8) The reactants are F[C:2]1[C:7]([F:8])=[CH:6][C:5]([C:9]2[O:10][C:11]([C:14]3[C:15]([C:20]4[CH:25]=[CH:24][CH:23]=[CH:22][CH:21]=4)=[N:16][O:17][C:18]=3[CH3:19])=[N:12][N:13]=2)=[C:4]([O:26][CH3:27])[CH:3]=1.[NH2:28][CH2:29][CH2:30][N:31]1[CH2:35][CH2:34][CH2:33][CH2:32]1. No catalyst specified. The product is [F:8][C:7]1[CH:6]=[C:5]([C:9]2[O:10][C:11]([C:14]3[C:15]([C:20]4[CH:21]=[CH:22][CH:23]=[CH:24][CH:25]=4)=[N:16][O:17][C:18]=3[CH3:19])=[N:12][N:13]=2)[C:4]([O:26][CH3:27])=[CH:3][C:2]=1[NH:28][CH2:29][CH2:30][N:31]1[CH2:35][CH2:34][CH2:33][CH2:32]1. The yield is 0.580. (9) The reactants are [NH2:1][C:2]1[C:7]([C:8]#[N:9])=[C:6]([CH:10]2[CH2:15][CH2:14][CH2:13][N:12]([C:16]([O:18][C:19]([CH3:22])([CH3:21])[CH3:20])=[O:17])[CH2:11]2)[CH:5]=[C:4]([C:23]2[CH:28]=[CH:27][CH:26]=[CH:25][C:24]=2[O:29][CH2:30][C:31]2[CH:36]=[CH:35][CH:34]=[CH:33][CH:32]=2)[N:3]=1.[OH-:37].[K+].O. The catalyst is C(O)C. The product is [NH2:1][C:2]1[C:7]([C:8](=[O:37])[NH2:9])=[C:6]([CH:10]2[CH2:15][CH2:14][CH2:13][N:12]([C:16]([O:18][C:19]([CH3:22])([CH3:21])[CH3:20])=[O:17])[CH2:11]2)[CH:5]=[C:4]([C:23]2[CH:28]=[CH:27][CH:26]=[CH:25][C:24]=2[O:29][CH2:30][C:31]2[CH:32]=[CH:33][CH:34]=[CH:35][CH:36]=2)[N:3]=1. The yield is 0.730.